Regression. Given two drug SMILES strings and cell line genomic features, predict the synergy score measuring deviation from expected non-interaction effect. From a dataset of NCI-60 drug combinations with 297,098 pairs across 59 cell lines. (1) Drug 1: CN(C(=O)NC(C=O)C(C(C(CO)O)O)O)N=O. Drug 2: CC(C)NC(=O)C1=CC=C(C=C1)CNNC.Cl. Cell line: NCI-H322M. Synergy scores: CSS=-0.929, Synergy_ZIP=0.496, Synergy_Bliss=0.324, Synergy_Loewe=-1.16, Synergy_HSA=-0.969. (2) Drug 1: C1=C(C(=O)NC(=O)N1)F. Drug 2: C1CN1P(=S)(N2CC2)N3CC3. Cell line: BT-549. Synergy scores: CSS=35.1, Synergy_ZIP=-5.08, Synergy_Bliss=-5.96, Synergy_Loewe=-2.18, Synergy_HSA=-1.20. (3) Drug 1: CC(C)(C#N)C1=CC(=CC(=C1)CN2C=NC=N2)C(C)(C)C#N. Drug 2: COCCOC1=C(C=C2C(=C1)C(=NC=N2)NC3=CC=CC(=C3)C#C)OCCOC.Cl. Cell line: T-47D. Synergy scores: CSS=5.00, Synergy_ZIP=-2.31, Synergy_Bliss=-2.38, Synergy_Loewe=-9.37, Synergy_HSA=-3.10. (4) Drug 1: C1CCC(C1)C(CC#N)N2C=C(C=N2)C3=C4C=CNC4=NC=N3. Synergy scores: CSS=15.2, Synergy_ZIP=-1.28, Synergy_Bliss=1.78, Synergy_Loewe=-5.85, Synergy_HSA=2.42. Cell line: NCI-H226. Drug 2: CC12CCC3C(C1CCC2=O)CC(=C)C4=CC(=O)C=CC34C.